Dataset: Merck oncology drug combination screen with 23,052 pairs across 39 cell lines. Task: Regression. Given two drug SMILES strings and cell line genomic features, predict the synergy score measuring deviation from expected non-interaction effect. Drug 1: O=S1(=O)NC2(CN1CC(F)(F)F)C1CCC2Cc2cc(C=CCN3CCC(C(F)(F)F)CC3)ccc2C1. Drug 2: CCC1(O)C(=O)OCc2c1cc1n(c2=O)Cc2cc3c(CN(C)C)c(O)ccc3nc2-1. Cell line: SW620. Synergy scores: synergy=20.6.